This data is from Antibody developability classification from SAbDab with 2,409 antibodies. The task is: Regression/Classification. Given an antibody's heavy chain and light chain sequences, predict its developability. TAP uses regression for 5 developability metrics; SAbDab uses binary classification. The antibody is ['QLVESGGGLVKPGGSLKLSCAASGFIFSDNYMYWVRQTPEKCLEWVATISDGGTYIDYSDSVKGRFTISRDNAKNNLYLQMSSLRSEDTGMYYCGRSPIYYDYAPFTYWGQGTLVTVSA', 'DVVMTQTPLSLPVSLGDQASISCRSSQNLVHSDGKTYLHWFLQKPGQSPTLLIYKVSNRFSGVPDRFSGSGSGTDFILKISRVEAEDLGVYFCSQSTHVPLTFGCGTKLELK']. Result: 0 (not developable).